This data is from Forward reaction prediction with 1.9M reactions from USPTO patents (1976-2016). The task is: Predict the product of the given reaction. (1) Given the reactants Cl.Cl.[NH2:3][CH2:4][C@@H:5]1[O:10][CH2:9][CH2:8][N:7]([CH2:11][C:12]2[CH:17]=[CH:16][C:15]([Cl:18])=[C:14]([Cl:19])[CH:13]=2)[CH2:6]1.C(=O)([O-])O.[Na+].[Cl:25][CH2:26][C:27](Cl)=[O:28], predict the reaction product. The product is: [Cl:19][C:14]1[CH:13]=[C:12]([CH:17]=[CH:16][C:15]=1[Cl:18])[CH2:11][N:7]1[CH2:8][CH2:9][O:10][C@@H:5]([CH2:4][NH:3][C:27](=[O:28])[CH2:26][Cl:25])[CH2:6]1. (2) Given the reactants C([O:3][C:4]([C:6]1[C:14]2[C:9](=[CH:10][CH:11]=[CH:12][CH:13]=2)[N:8]([CH2:15][C:16](=[O:36])[N:17]2[CH2:21][CH2:20][CH2:19][C@H:18]2[C:22](=[O:35])[NH:23][C:24]2[CH:29]=[CH:28][CH:27]=[C:26]([O:30][C:31]([F:34])([F:33])[F:32])[CH:25]=2)[CH:7]=1)=[O:5])C.[OH-].[Na+], predict the reaction product. The product is: [O:36]=[C:16]([N:17]1[CH2:21][CH2:20][CH2:19][C@H:18]1[C:22](=[O:35])[NH:23][C:24]1[CH:29]=[CH:28][CH:27]=[C:26]([O:30][C:31]([F:34])([F:33])[F:32])[CH:25]=1)[CH2:15][N:8]1[C:9]2[C:14](=[CH:13][CH:12]=[CH:11][CH:10]=2)[C:6]([C:4]([OH:5])=[O:3])=[CH:7]1. (3) Given the reactants [OH-].[Na+].[Cl:3][C:4]1[CH:5]=[C:6]2[CH:12]=[CH:11][NH:10][C:7]2=[N:8][CH:9]=1.C1(C)C=CC=CC=1.Br[CH2:21][C:22]([O:24]C)=[O:23], predict the reaction product. The product is: [Cl:3][C:4]1[CH:5]=[C:6]2[CH:12]=[CH:11][N:10]([CH2:21][C:22]([OH:24])=[O:23])[C:7]2=[N:8][CH:9]=1. (4) Given the reactants [CH3:1][C@@H:2]1[C@H:20]([OH:21])[C@@H:19]([CH3:22])[C:17](=[O:18])[C:16]([CH3:24])([CH3:23])[C@@H:15]([OH:25])[CH2:14][C:12](=[O:13])[O:11][C@H:10](/[C:26](/[CH3:35])=[CH:27]/[C:28]2[N:32]=[C:31]([CH2:33]O)[S:30][CH:29]=2)[CH2:9][C@@H:7]2[O:8][C@:6]2([CH3:36])[CH2:5][CH2:4][CH2:3]1.C1(P([N:51]=[N+]=[N-])(C2C=CC=CC=2)=O)C=CC=CC=1.N12CCCN=C1CCCCC2.[NH4+].[Cl-].[NH4+].[OH-].CP(C)C, predict the reaction product. The product is: [CH3:1][C@@H:2]1[C@H:20]([OH:21])[C@@H:19]([CH3:22])[C:17](=[O:18])[C:16]([CH3:24])([CH3:23])[C@@H:15]([OH:25])[CH2:14][C:12](=[O:13])[O:11][C@H:10](/[C:26](/[CH3:35])=[CH:27]/[C:28]2[N:32]=[C:31]([CH2:33][NH2:51])[S:30][CH:29]=2)[CH2:9][C@@H:7]2[O:8][C@:6]2([CH3:36])[CH2:5][CH2:4][CH2:3]1. (5) Given the reactants C([C@@H]1N(C(=O)C2C=CC(OC3C=CC=CC=3)=CC=2)C[C@H](CC(C)C)NC1=O)C(C)C.[CH2:31]([C@@H:35]1[NH:40][CH2:39][C@H:38]([CH2:41][CH:42]([CH3:44])[CH3:43])[NH:37][C:36]1=[O:45])[CH:32]([CH3:34])[CH3:33].[Cl:46][C:47]1[S:51][C:50]([C:52]2[O:56][N:55]=[C:54]([C:57](O)=[O:58])[CH:53]=2)=[CH:49][CH:48]=1, predict the reaction product. The product is: [Cl:46][C:47]1[S:51][C:50]([C:52]2[O:56][N:55]=[C:54]([C:57]([N:40]3[CH2:39][C@H:38]([CH2:41][CH:42]([CH3:44])[CH3:43])[NH:37][C:36](=[O:45])[C@@H:35]3[CH2:31][CH:32]([CH3:34])[CH3:33])=[O:58])[CH:53]=2)=[CH:49][CH:48]=1. (6) Given the reactants [NH2:1][C@H:2]([C:4]1[N:8]2[CH:9]=[CH:10][N:11]=[C:12]([CH3:13])[C:7]2=[C:6]([C:14]2[CH:32]=[CH:31][C:17]([C:18]([NH:20][C:21]3[CH:26]=[C:25]([C:27]([F:30])([F:29])[F:28])[CH:24]=[CH:23][N:22]=3)=[O:19])=[CH:16][CH:15]=2)[N:5]=1)[CH3:3].[C:33](O)(=[O:37])[C:34]#[C:35][CH3:36], predict the reaction product. The product is: [C:33]([NH:1][C@H:2]([C:4]1[N:8]2[CH:9]=[CH:10][N:11]=[C:12]([CH3:13])[C:7]2=[C:6]([C:14]2[CH:15]=[CH:16][C:17]([C:18]([NH:20][C:21]3[CH:26]=[C:25]([C:27]([F:29])([F:30])[F:28])[CH:24]=[CH:23][N:22]=3)=[O:19])=[CH:31][CH:32]=2)[N:5]=1)[CH3:3])(=[O:37])[C:34]#[C:35][CH3:36]. (7) Given the reactants [C:1]([NH:4][C:5]1[C:6]([CH3:23])=[C:7]2[C:11](=[CH:12][CH:13]=1)[C:10](=[O:14])[C:9](=[CH:15][C:16]1[CH:21]=[CH:20][C:19]([F:22])=[CH:18][CH:17]=1)[CH2:8]2)(=[O:3])[CH3:2], predict the reaction product. The product is: [C:1]([NH:4][C:5]1[C:6]([CH3:23])=[C:7]2[C:11](=[CH:12][CH:13]=1)[C:10](=[O:14])[CH:9]([CH2:15][C:16]1[CH:17]=[CH:18][C:19]([F:22])=[CH:20][CH:21]=1)[CH2:8]2)(=[O:3])[CH3:2].